Dataset: Catalyst prediction with 721,799 reactions and 888 catalyst types from USPTO. Task: Predict which catalyst facilitates the given reaction. (1) Reactant: [F:1][C:2]([F:15])([F:14])[C:3]1[CH:8]=[CH:7][C:6](/[CH:9]=[CH:10]/[C:11]([NH2:13])=[O:12])=[CH:5][CH:4]=1.ClCC(CCl)=O.[C:22]1([CH3:28])[CH:27]=CC=CC=1.O.O.O.[C:32]([O-:35])(=[O:34])[CH3:33].[Na+]. Product: [C:32]([O:35][CH2:28][C:22]1[N:13]=[C:11](/[CH:10]=[CH:9]/[C:6]2[CH:5]=[CH:4][C:3]([C:2]([F:14])([F:15])[F:1])=[CH:8][CH:7]=2)[O:12][CH:27]=1)(=[O:34])[CH3:33]. The catalyst class is: 816. (2) Product: [C:26]1([C:29]2[CH:30]=[CH:31][CH:32]=[CH:33][CH:34]=2)[CH:25]=[CH:24][C:23]([O:22][CH2:21][CH2:20][CH2:19][CH2:18][CH2:17][CH:7]([C:6](=[O:12])[C:5]([O:4][CH3:3])([O:14][CH3:15])[CH3:13])[C:8]([O:10][CH3:11])=[O:9])=[CH:28][CH:27]=1. Reactant: [H-].[Na+].[CH3:3][O:4][C:5]([O:14][CH3:15])([CH3:13])[C:6](=[O:12])[CH2:7][C:8]([O:10][CH3:11])=[O:9].I[CH2:17][CH2:18][CH2:19][CH2:20][CH2:21][O:22][C:23]1[CH:28]=[CH:27][C:26]([C:29]2[CH:34]=[CH:33][CH:32]=[CH:31][CH:30]=2)=[CH:25][CH:24]=1. The catalyst class is: 3. (3) Reactant: [Cl-].O[NH3+:3].[C:4](=[O:7])([O-])[OH:5].[Na+].CS(C)=O.[CH:13]([S:16][C:17]1[CH:22]=[CH:21][C:20]([N:23]2[C:28](=[O:29])[C:27]([CH2:30][C:31]3[CH:36]=[CH:35][C:34]([C:37]4[C:38]([C:43]#[N:44])=[CH:39][CH:40]=[CH:41][CH:42]=4)=[CH:33][CH:32]=3)=[C:26]([CH2:45][CH2:46][CH3:47])[N:25]=[C:24]2[CH3:48])=[CH:19][CH:18]=1)([CH3:15])[CH3:14]. Product: [CH:13]([S:16][C:17]1[CH:18]=[CH:19][C:20]([N:23]2[C:28](=[O:29])[C:27]([CH2:30][C:31]3[CH:36]=[CH:35][C:34]([C:37]4[CH:42]=[CH:41][CH:40]=[CH:39][C:38]=4[C:43]4[NH:3][C:4](=[O:7])[O:5][N:44]=4)=[CH:33][CH:32]=3)=[C:26]([CH2:45][CH2:46][CH3:47])[N:25]=[C:24]2[CH3:48])=[CH:21][CH:22]=1)([CH3:15])[CH3:14]. The catalyst class is: 69. (4) Reactant: [C:1]([O:5][C:6]([N:8]1[CH2:13][CH2:12][CH:11]([NH:14][C:15](=[O:25])[C:16]2[CH:21]=[C:20]([O:22][CH3:23])[CH:19]=[C:18](O)[CH:17]=2)[CH2:10][CH2:9]1)=[O:7])([CH3:4])([CH3:3])[CH3:2].C(=O)([O-])[O-].[K+].[K+].C1(C)C=CC(S([O:41][CH2:42][CH:43]2[CH2:47][O:46][C:45]([CH3:49])([CH3:48])[O:44]2)(=O)=O)=CC=1. Product: [C:1]([O:5][C:6]([N:8]1[CH2:13][CH2:12][CH:11]([NH:14][C:15](=[O:25])[C:16]2[CH:21]=[C:20]([O:22][CH3:23])[CH:19]=[C:18]([O:41][CH2:42][CH:43]3[CH2:47][O:46][C:45]([CH3:48])([CH3:49])[O:44]3)[CH:17]=2)[CH2:10][CH2:9]1)=[O:7])([CH3:4])([CH3:3])[CH3:2]. The catalyst class is: 23. (5) Reactant: [CH3:1][O:2][C:3](=[O:19])[CH:4]([O:16][CH2:17][CH3:18])[CH2:5][C:6]1[C:14]2[CH:13]=[CH:12][S:11][C:10]=2[C:9]([OH:15])=[CH:8][CH:7]=1.[CH3:20][C:21]1[S:25][C:24]([C:26]2[CH:31]=[CH:30][CH:29]=[CH:28][CH:27]=2)=[N:23][C:22]=1[CH2:32][CH2:33]O.C1(P(C2C=CC=CC=2)C2C=CC=CC=2)C=CC=CC=1.N(C(OC(C)C)=O)=NC(OC(C)C)=O. Product: [CH3:1][O:2][C:3](=[O:19])[CH:4]([O:16][CH2:17][CH3:18])[CH2:5][C:6]1[C:14]2[CH:13]=[CH:12][S:11][C:10]=2[C:9]([O:15][CH2:33][CH2:32][C:22]2[N:23]=[C:24]([C:26]3[CH:31]=[CH:30][CH:29]=[CH:28][CH:27]=3)[S:25][C:21]=2[CH3:20])=[CH:8][CH:7]=1. The catalyst class is: 7. (6) Reactant: C(OC(=O)C[N:6]([CH2:27][C:28]1[CH:33]=[CH:32][C:31]([O:34][CH3:35])=[CH:30][C:29]=1[O:36][CH3:37])[CH2:7][C:8]1[CH:13]=[C:12]([O:14][CH2:15][C:16]2[CH:21]=[CH:20][CH:19]=[CH:18][CH:17]=2)[CH:11]=[CH:10][C:9]=1[C:22](OCC)=[O:23])C.CC(C)([O-])C.[K+].[C:45]([O:48][CH2:49][CH3:50])(=[O:47])[CH3:46].[Cl-].[NH4+]. The catalyst class is: 1. Product: [CH2:49]([O:48][C:45]([C:46]1[N:6]([CH2:27][C:28]2[CH:33]=[CH:32][C:31]([O:34][CH3:35])=[CH:30][C:29]=2[O:36][CH3:37])[CH2:7][C:8]2[C:9]([C:22]=1[OH:23])=[CH:10][CH:11]=[C:12]([O:14][CH2:15][C:16]1[CH:21]=[CH:20][CH:19]=[CH:18][CH:17]=1)[CH:13]=2)=[O:47])[CH3:50]. (7) Reactant: [Cl:1][C:2]1[CH:7]=[C:6]([CH3:8])[N:5]=[CH:4][C:3]=1[CH2:9][OH:10].CC(OI1(OC(C)=O)(OC(C)=O)OC(=O)C2C=CC=CC1=2)=O. Product: [Cl:1][C:2]1[CH:7]=[C:6]([CH3:8])[N:5]=[CH:4][C:3]=1[CH:9]=[O:10]. The catalyst class is: 4.